This data is from NCI-60 drug combinations with 297,098 pairs across 59 cell lines. The task is: Regression. Given two drug SMILES strings and cell line genomic features, predict the synergy score measuring deviation from expected non-interaction effect. Drug 1: C1=CN(C(=O)N=C1N)C2C(C(C(O2)CO)O)O.Cl. Drug 2: CN1C(=O)N2C=NC(=C2N=N1)C(=O)N. Cell line: T-47D. Synergy scores: CSS=5.97, Synergy_ZIP=-0.218, Synergy_Bliss=4.63, Synergy_Loewe=-0.951, Synergy_HSA=3.24.